This data is from Reaction yield outcomes from USPTO patents with 853,638 reactions. The task is: Predict the reaction yield, written as a fraction of the theoretical maximum amount of product (1.0 means a 100% yield; for example, 0.34 means a 34% yield). (1) The reactants are [OH:1][C:2]1[C:9]([CH3:10])=[CH:8][C:5]([C:6]#[N:7])=[CH:4][C:3]=1[CH3:11].[H-].[Na+].[CH2:14]([N:21]1[C:25]2[N:26]=[C:27]([NH2:31])[N:28]=[C:29](Cl)[C:24]=2[CH:23]=[CH:22]1)[C:15]1[CH:20]=[CH:19][CH:18]=[CH:17][CH:16]=1. No catalyst specified. The product is [NH2:31][C:27]1[N:28]=[C:29]([O:1][C:2]2[C:3]([CH3:11])=[CH:4][C:5]([C:6]#[N:7])=[CH:8][C:9]=2[CH3:10])[C:24]2[CH:23]=[CH:22][N:21]([CH2:14][C:15]3[CH:16]=[CH:17][CH:18]=[CH:19][CH:20]=3)[C:25]=2[N:26]=1. The yield is 0.830. (2) The reactants are Br.[CH2:2]([C:4]1[N:5]=[C:6]([C@@H:9]([NH2:20])[CH2:10][C:11]2[CH:16]=[CH:15][C:14]([N+:17]([O-:19])=[O:18])=[CH:13][CH:12]=2)[S:7][CH:8]=1)[CH3:3].[C:21]([NH:24][C@H:25]([C:33](O)=[O:34])[CH2:26][C:27]1[CH:32]=[CH:31][CH:30]=[CH:29][CH:28]=1)(=[O:23])[CH3:22].ON1C2C=CC=CC=2N=N1.C(N(C(C)C)CC)(C)C.CN(C)CCCN=C=NCC. The catalyst is CN(C=O)C.O. The product is [C:21]([NH:24][C@@H:25]([CH2:26][C:27]1[CH:28]=[CH:29][CH:30]=[CH:31][CH:32]=1)[C:33]([NH:20][C@H:9]([C:6]1[S:7][CH:8]=[C:4]([CH2:2][CH3:3])[N:5]=1)[CH2:10][C:11]1[CH:16]=[CH:15][C:14]([N+:17]([O-:19])=[O:18])=[CH:13][CH:12]=1)=[O:34])(=[O:23])[CH3:22]. The yield is 0.700. (3) The reactants are [O:1]1[C:5]2([CH2:10][CH2:9][C:8](=O)[CH2:7][CH2:6]2)[O:4][CH2:3][CH2:2]1.[CH:12]1C=CC=CC=1.C(OCC)C. The catalyst is O. The product is [CH2:12]=[C:8]1[CH2:9][CH2:10][C:5]2([O:4][CH2:3][CH2:2][O:1]2)[CH2:6][CH2:7]1. The yield is 0.850. (4) The reactants are [C:1]1([S:7][CH2:8][C:9]([OH:11])=O)[CH:6]=[CH:5][CH:4]=[CH:3][CH:2]=1.[CH3:12][O:13][C:14]1[CH:15]=[C:16]([C:22]2([CH2:27][NH2:28])[CH2:26][CH2:25][CH2:24][CH2:23]2)[CH:17]=[CH:18][C:19]=1[O:20][CH3:21].C(N(CC)CC)C.F[P-](F)(F)(F)(F)F.N1(OC(N(C)C)=[N+](C)C)C2N=CC=CC=2N=N1. The catalyst is C(#N)C. The product is [CH3:12][O:13][C:14]1[CH:15]=[C:16]([C:22]2([CH2:27][NH:28][C:9](=[O:11])[CH2:8][S:7][C:1]3[CH:2]=[CH:3][CH:4]=[CH:5][CH:6]=3)[CH2:23][CH2:24][CH2:25][CH2:26]2)[CH:17]=[CH:18][C:19]=1[O:20][CH3:21]. The yield is 0.146. (5) The reactants are [CH3:1][C:2]1[N:7]=[C:6]([C:8]2[C:9]([NH:14][C:15]3[C:16]4[CH:17]=[N:18][NH:19][C:20]=4[CH:21]=[CH:22][CH:23]=3)=[N:10][CH:11]=[CH:12][N:13]=2)[CH:5]=[C:4](S(C)=O)[N:3]=1.[NH3:27]. No catalyst specified. The product is [NH2:27][C:4]1[N:3]=[C:2]([CH3:1])[N:7]=[C:6]([C:8]2[C:9]([NH:14][C:15]3[C:16]4[CH:17]=[N:18][NH:19][C:20]=4[CH:21]=[CH:22][CH:23]=3)=[N:10][CH:11]=[CH:12][N:13]=2)[CH:5]=1. The yield is 0.390. (6) The product is [CH3:1][O:2][C:3](=[O:52])[C:4]1[CH:9]=[CH:8][C:7]([NH:10][C:11]([C@H:13]2[C@H:17]([C:18]3[CH:23]=[CH:22][CH:21]=[C:20]([Cl:24])[C:19]=3[F:25])[C@:16]([C:28]3[CH:33]=[CH:32][C:31]([Cl:34])=[CH:30][C:29]=3[F:35])([C:26]#[N:27])[C@H:15]([CH2:36][C:37]([CH3:40])([CH3:39])[CH3:38])[N:14]2[CH2:41][C@H:42]2[CH2:44][C@@H:43]2[C:45]([O:47][CH3:48])=[O:46])=[O:12])=[C:6]([O:50][CH3:51])[CH:5]=1. The catalyst is C1COCC1.CO. The yield is 0.0453. The reactants are [CH3:1][O:2][C:3](=[O:52])[C:4]1[CH:9]=[CH:8][C:7]([NH:10][C:11]([C@H:13]2[C@H:17]([C:18]3[CH:23]=[CH:22][CH:21]=[C:20]([Cl:24])[C:19]=3[F:25])[C@:16]([C:28]3[CH:33]=[CH:32][C:31]([Cl:34])=[CH:30][C:29]=3[F:35])([C:26]#[N:27])[C@H:15]([CH2:36][C:37]([CH3:40])([CH3:39])[CH3:38])[N:14]2[CH2:41][CH:42]2[CH2:44][CH:43]2[C:45]([O:47][CH2:48]C)=[O:46])=[O:12])=[C:6]([O:50][CH3:51])[CH:5]=1.[Li+].[OH-]. (7) The reactants are [Br:1][C:2]1[C:3]([O:11][CH2:12][CH:13]2[CH2:15][CH2:14]2)=[N:4][CH:5]=[C:6]([N+:8]([O-])=O)[CH:7]=1.[Cl-].[NH4+].O.C(O)C. The catalyst is C1COCC1.[Fe]. The product is [Br:1][C:2]1[CH:7]=[C:6]([NH2:8])[CH:5]=[N:4][C:3]=1[O:11][CH2:12][CH:13]1[CH2:15][CH2:14]1. The yield is 0.600. (8) The reactants are [C:1]([C:5]1[CH:13]=[CH:12][C:11]([N+:14]([O-])=O)=[CH:10][C:6]=1[C:7]([O-:9])=[O:8])([CH3:4])([CH3:3])[CH3:2].[CH:17]([O-])=O.[K+]. The catalyst is CCO.O.[Pd]. The product is [C:1]([C:5]1[CH:13]=[CH:12][C:11]([NH2:14])=[CH:10][C:6]=1[C:7]([O:9][CH3:17])=[O:8])([CH3:4])([CH3:3])[CH3:2]. The yield is 0.950. (9) The catalyst is O. The reactants are [N:1]([CH:4]([C:6]1[CH:7]=[C:8]2[N:13]([C:14]=1[C:15]1[CH2:16][CH2:17][N:18]([C:21]([O:23][C:24]([CH3:27])([CH3:26])[CH3:25])=[O:22])[CH2:19][CH:20]=1)[CH:12]=[CH:11][CH:10]=[CH:9]2)[CH3:5])=[N+]=[N-]. The yield is 0.410. The product is [NH2:1][CH:4]([C:6]1[CH:7]=[C:8]2[N:13]([C:14]=1[C:15]1[CH2:16][CH2:17][N:18]([C:21]([O:23][C:24]([CH3:25])([CH3:27])[CH3:26])=[O:22])[CH2:19][CH:20]=1)[CH:12]=[CH:11][CH:10]=[CH:9]2)[CH3:5].